Dataset: hERG potassium channel inhibition data for cardiac toxicity prediction from Karim et al.. Task: Regression/Classification. Given a drug SMILES string, predict its toxicity properties. Task type varies by dataset: regression for continuous values (e.g., LD50, hERG inhibition percentage) or binary classification for toxic/non-toxic outcomes (e.g., AMES mutagenicity, cardiotoxicity, hepatotoxicity). Dataset: herg_karim. (1) The drug is Cc1cccc(C(=O)Nc2cccc(NC(=O)c3cccc(Cl)c3)c2)c1. The result is 0 (non-blocker). (2) The molecule is Nc1ccc(-c2nnc(C3CCN(Cc4ccc(-c5nc6nc(N7CCN(CCO)CC7)ccc6nc5-c5ccccc5)cc4)CC3)[nH]2)cn1. The result is 0 (non-blocker).